From a dataset of Full USPTO retrosynthesis dataset with 1.9M reactions from patents (1976-2016). Predict the reactants needed to synthesize the given product. Given the product [C:4]([C@@H:3]([NH:2][C:40]([C:38]1[S:37][C:32]2=[N:33][C:34]3[CH2:35][CH2:36][CH:27]([C:23]([CH3:25])([CH3:24])[CH3:26])[CH2:28][C:29]=3[CH:30]=[C:31]2[CH:39]=1)=[O:41])[CH2:7][C:8]1[CH:13]=[CH:12][CH:11]=[CH:10][CH:9]=1)(=[O:5])[NH2:6], predict the reactants needed to synthesize it. The reactants are: Cl.[NH2:2][C@@H:3]([CH2:7][C:8]1[CH:13]=[CH:12][CH:11]=[CH:10][CH:9]=1)[C:4]([NH2:6])=[O:5].C(N(C(C)C)CC)(C)C.[C:23]([CH:27]1[CH2:36][CH2:35][C:34]2[N:33]=[C:32]3[S:37][C:38]([C:40](Cl)=[O:41])=[CH:39][C:31]3=[CH:30][C:29]=2[CH2:28]1)([CH3:26])([CH3:25])[CH3:24].Cl.